Dataset: Plasma protein binding rate (PPBR) regression data from AstraZeneca. Task: Regression/Classification. Given a drug SMILES string, predict its absorption, distribution, metabolism, or excretion properties. Task type varies by dataset: regression for continuous measurements (e.g., permeability, clearance, half-life) or binary classification for categorical outcomes (e.g., BBB penetration, CYP inhibition). For this dataset (ppbr_az), we predict Y. The compound is CC#C[C@]1(O)CC[C@H]2[C@@H]3CCC4=CC(=O)CCC4=C3[C@@H](c3ccc(N(C)C)cc3)C[C@@]21C. The Y is 99.8 %.